Dataset: Forward reaction prediction with 1.9M reactions from USPTO patents (1976-2016). Task: Predict the product of the given reaction. (1) Given the reactants CN(C)C(=N)N(C)C.[CH2:9]([O:16][C:17]1[CH:18]=[C:19]([CH:22]=[CH:23][CH:24]=1)[CH:20]=O)[C:10]1[CH:15]=[CH:14][CH:13]=[CH:12][CH:11]=1.[Cl-].[CH2:26]([O:28][CH:29]([P+](C1C=CC=CC=1)(C1C=CC=CC=1)C1C=CC=CC=1)[C:30]([O:32][CH2:33][CH3:34])=[O:31])[CH3:27], predict the reaction product. The product is: [CH2:33]([O:32][C:30](=[O:31])[C:29]([O:28][CH2:26][CH3:27])=[CH:20][C:19]1[CH:22]=[CH:23][CH:24]=[C:17]([O:16][CH2:9][C:10]2[CH:15]=[CH:14][CH:13]=[CH:12][CH:11]=2)[CH:18]=1)[CH3:34]. (2) Given the reactants [C:1]([O:5][C:6]([NH:8][C@H:9]1[CH2:14][CH2:13][C@H:12]([O:15][C:16]2[C:21]([C:22]([O:24][CH2:25][CH3:26])=[O:23])=[CH:20][N:19]=[C:18](SC)[N:17]=2)[CH2:11][CH2:10]1)=[O:7])([CH3:4])([CH3:3])[CH3:2].Cl.O1CCOCC1.ClC1C=CC=C(C(OO)=O)C=1.Cl.[CH3:48][NH:49][CH3:50].C(=O)([O-])O.[Na+], predict the reaction product. The product is: [C:1]([O:5][C:6]([NH:8][C@H:9]1[CH2:14][CH2:13][C@H:12]([O:15][C:16]2[C:21]([C:22]([O:24][CH2:25][CH3:26])=[O:23])=[CH:20][N:19]=[C:18]([N:49]([CH3:50])[CH3:48])[N:17]=2)[CH2:11][CH2:10]1)=[O:7])([CH3:4])([CH3:3])[CH3:2]. (3) Given the reactants [F:1][C:2]([F:7])([F:6])[C:3]([OH:5])=[O:4].[Cl:8][C:9]1[CH:35]=[CH:34][C:12]([C:13]([N:15]2[CH2:21][C:20]3[CH:22]=[CH:23][CH:24]=[CH:25][C:19]=3[N:18]([CH2:26][CH:27]3[CH2:32][CH2:31][NH:30][CH2:29][CH2:28]3)[C:17](=[O:33])[CH2:16]2)=[O:14])=[CH:11][CH:10]=1.[C:36]1(=O)[CH2:41][CH2:40][CH2:39][CH2:38][CH2:37]1.C(O)(=O)C.C(O[BH-](OC(=O)C)OC(=O)C)(=O)C.[Na+], predict the reaction product. The product is: [F:1][C:2]([F:7])([F:6])[C:3]([OH:5])=[O:4].[Cl:8][C:9]1[CH:10]=[CH:11][C:12]([C:13]([N:15]2[CH2:21][C:20]3[CH:22]=[CH:23][CH:24]=[CH:25][C:19]=3[N:18]([CH2:26][CH:27]3[CH2:28][CH2:29][N:30]([CH:36]4[CH2:41][CH2:40][CH2:39][CH2:38][CH2:37]4)[CH2:31][CH2:32]3)[C:17](=[O:33])[CH2:16]2)=[O:14])=[CH:34][CH:35]=1. (4) Given the reactants [F:1][C:2]1[CH:13]=[CH:12][C:5]2[NH:6][C:7](=[O:11])[O:8][C:9](=[O:10])[C:4]=2[CH:3]=1.[H-].[Na+].[CH2:16](Br)[C:17]1[CH:22]=[CH:21][CH:20]=[CH:19][CH:18]=1, predict the reaction product. The product is: [CH2:16]([N:6]1[C:5]2[CH:12]=[CH:13][C:2]([F:1])=[CH:3][C:4]=2[C:9](=[O:10])[O:8][C:7]1=[O:11])[C:17]1[CH:22]=[CH:21][CH:20]=[CH:19][CH:18]=1. (5) The product is: [N:5]([CH2:13][C:11]([CH3:14])([OH:12])[CH2:10][Cl:9])=[N+:6]=[N-:7]. Given the reactants C(O)(=O)C.[N-:5]=[N+:6]=[N-:7].[Na+].[Cl:9][CH2:10][C:11]1([CH3:14])[CH2:13][O:12]1, predict the reaction product. (6) Given the reactants C[O:2][C:3]1([O:35]C)[C:11](=[O:12])[C:10]2[C:5](=[CH:6][CH:7]=[C:8]([C:13]3[CH:18]=[CH:17][C:16]([C:19]4[CH:20]=[C:21]5[C:25](=[CH:26][CH:27]=4)[C:24](=[O:28])[C:23]([O:31]C)([O:29]C)[C:22]5=[O:33])=[CH:15][CH:14]=3)[CH:9]=2)[C:4]1=[O:34].C(O)(=O)C.Br, predict the reaction product. The product is: [OH:31][C:23]1([OH:29])[C:22](=[O:33])[C:21]2[C:25](=[CH:26][CH:27]=[C:19]([C:16]3[CH:15]=[CH:14][C:13]([C:8]4[CH:9]=[C:10]5[C:5](=[CH:6][CH:7]=4)[C:4](=[O:34])[C:3]([OH:35])([OH:2])[C:11]5=[O:12])=[CH:18][CH:17]=3)[CH:20]=2)[C:24]1=[O:28].